Dataset: Forward reaction prediction with 1.9M reactions from USPTO patents (1976-2016). Task: Predict the product of the given reaction. The product is: [CH3:10][O:9][C:8](=[O:11])[N:7]([CH2:6][C:5]1[CH:24]=[C:25]([C:2]([F:32])([F:31])[F:1])[CH:26]=[C:3]([C:2]([F:31])([F:1])[F:32])[CH:4]=1)[CH2:12][C:13]1[CH:18]=[C:17]([C:19]([F:22])([F:21])[F:20])[CH:16]=[CH:15][C:14]=1[C:33]#[N:34]. Given the reactants [F:1][C:2]([F:32])([F:31])[C:3]1[CH:4]=[C:5]([CH:24]=[C:25](C(F)(F)F)[CH:26]=1)[CH2:6][N:7]([CH2:12][C:13]1[CH:18]=[C:17]([C:19]([F:22])([F:21])[F:20])[CH:16]=[CH:15][C:14]=1I)[C:8](=[O:11])[O:9][CH3:10].[C:33]([Cu])#[N:34].[NH4+].[OH-], predict the reaction product.